From a dataset of HIV replication inhibition screening data with 41,000+ compounds from the AIDS Antiviral Screen. Binary Classification. Given a drug SMILES string, predict its activity (active/inactive) in a high-throughput screening assay against a specified biological target. (1) The compound is CCOC(=O)c1nc(SC)sc1NC(=O)c1ccc(OC)cc1. The result is 1 (active). (2) The compound is CC12CCCC1C1CC=C3CC(SC4CCC5(C)C(=CCC6C7CCCC7(C)CCC65)C4)CCC3(C)C1CC2. The result is 0 (inactive). (3) The compound is O=c1ccn(C2OC(CO)CC2F)c(=O)[nH]1. The result is 0 (inactive). (4) The drug is COc1cc(C=C2C(=O)N(c3cccc(Cl)c3)C(c3ccccc3)S2(=O)=O)cc(OC)c1OC. The result is 0 (inactive). (5) The compound is Clc1ccc(SSc2ccc(Cl)cn2)nc1. The result is 0 (inactive). (6) The drug is C#CCN(Cc1ccc2nc(-c3ccccc3)c(Cl)nc2c1)c1ccc(F)cc1. The result is 0 (inactive). (7) The compound is O=C1CCC2=C(CCC2)N1CCc1ccc2c(c1)OCO2. The result is 0 (inactive). (8) The drug is CN1CCC2(CC1)OCCN2CCO. The result is 0 (inactive).